Dataset: Forward reaction prediction with 1.9M reactions from USPTO patents (1976-2016). Task: Predict the product of the given reaction. (1) Given the reactants [CH3:1]C(C)([O-])C.[K+].[CH3:7][N:8]1[CH2:15][CH:14]2[C:16](=O)[CH:10]([CH2:11][CH2:12][CH2:13]2)[CH2:9]1.CCOCC, predict the reaction product. The product is: [CH3:7][N:8]1[CH2:15][CH:14]2[C:16](=[CH2:1])[CH:10]([CH2:11][CH2:12][CH2:13]2)[CH2:9]1. (2) The product is: [Cl:10][C:11]1[CH:12]=[C:13]([N:14]=[C:6]=[S:7])[CH:15]=[C:16]([Cl:19])[C:17]=1[I:18]. Given the reactants C(=O)([O-])[O-].[Ca+2].[C:6](Cl)(Cl)=[S:7].[Cl:10][C:11]1[CH:12]=[C:13]([CH:15]=[C:16]([Cl:19])[C:17]=1[I:18])[NH2:14].Cl, predict the reaction product. (3) The product is: [CH3:19][O:20][C:21]1[CH:26]=[CH:25][C:24]([O:27][CH3:28])=[CH:23][C:22]=1[CH2:29][C:30]([NH:1][N:2]1[N:11]=[C:10]([N:12]2[CH2:17][CH2:16][O:15][CH2:14][CH2:13]2)[C:9]2[C:4](=[CH:5][CH:6]=[CH:7][CH:8]=2)[C:3]1=[O:18])=[O:31]. Given the reactants [NH2:1][N:2]1[N:11]=[C:10]([N:12]2[CH2:17][CH2:16][O:15][CH2:14][CH2:13]2)[C:9]2[C:4](=[CH:5][CH:6]=[CH:7][CH:8]=2)[C:3]1=[O:18].[CH3:19][O:20][C:21]1[CH:26]=[CH:25][C:24]([O:27][CH3:28])=[CH:23][C:22]=1[CH2:29][C:30](O)=[O:31], predict the reaction product. (4) Given the reactants [CH2:1]([CH:3]([N:6]1[CH2:11][CH2:10][CH:9]([CH2:12][CH2:13][CH2:14][C:15]([NH:17][OH:18])=[NH:16])[CH2:8][CH2:7]1)[CH2:4][CH3:5])[CH3:2].[F:19][C:20]([F:31])([F:30])[C:21]1[CH:29]=[CH:28][C:24]([C:25]([Cl:27])=O)=[CH:23][CH:22]=1, predict the reaction product. The product is: [ClH:27].[CH2:1]([CH:3]([N:6]1[CH2:11][CH2:10][CH:9]([CH2:12][CH2:13][CH2:14][C:15]2[N:16]=[C:25]([C:24]3[CH:23]=[CH:22][C:21]([C:20]([F:19])([F:30])[F:31])=[CH:29][CH:28]=3)[O:18][N:17]=2)[CH2:8][CH2:7]1)[CH2:4][CH3:5])[CH3:2]. (5) The product is: [OH:1][CH2:2][C:3]1[O:7][N:6]=[C:5]([CH:8]([CH2:28][CH3:29])[CH2:9][C@@H:10]([C:21]([O:23][C:24]([CH3:25])([CH3:27])[CH3:26])=[O:22])[C:11]([O:13][CH2:14][C:15]2[CH:20]=[CH:19][CH:18]=[CH:17][CH:16]=2)=[O:12])[C:4]=1[I:30]. Given the reactants [OH:1][CH2:2][C:3]1[O:7][N:6]=[C:5]([CH:8]([CH2:28][CH3:29])[CH2:9][C@@H:10]([C:21]([O:23][C:24]([CH3:27])([CH3:26])[CH3:25])=[O:22])[C:11]([O:13][CH2:14][C:15]2[CH:20]=[CH:19][CH:18]=[CH:17][CH:16]=2)=[O:12])[CH:4]=1.[I:30]N1C(=O)CCC1=O.[N+]([O-])([O-])=O.[Ce+4].[NH4+].[N+]([O-])([O-])=O.[N+]([O-])([O-])=O.[N+]([O-])([O-])=O.[N+]([O-])([O-])=O.S([O-])([O-])=O.[Na+].[Na+], predict the reaction product. (6) Given the reactants [Br:1][C:2]1[CH:3]=[N:4][C:5]([CH3:8])=[N:6][CH:7]=1.[Br:9]N1C(=O)CCC1=O.CC(N=NC(C#N)(C)C)(C#N)C, predict the reaction product. The product is: [Br:1][C:2]1[CH:3]=[N:4][C:5]([CH2:8][Br:9])=[N:6][CH:7]=1. (7) Given the reactants [CH2:1]([C:5]1[NH:6][C:7](=[O:15])[C:8]2[C:13]([CH3:14])=[N:12][S:11][C:9]=2[N:10]=1)[CH:2]([CH3:4])[CH3:3].C([O-])([O-])=O.[K+].[K+].[CH2:22](Br)[C:23]1[CH:28]=[CH:27][CH:26]=[CH:25][CH:24]=1, predict the reaction product. The product is: [CH2:22]([N:6]1[C:7](=[O:15])[C:8]2[C:13]([CH3:14])=[N:12][S:11][C:9]=2[N:10]=[C:5]1[CH2:1][CH:2]([CH3:4])[CH3:3])[C:23]1[CH:28]=[CH:27][CH:26]=[CH:25][CH:24]=1.